From a dataset of Full USPTO retrosynthesis dataset with 1.9M reactions from patents (1976-2016). Predict the reactants needed to synthesize the given product. (1) Given the product [Cl:17][C:14]1[CH:15]=[CH:16][C:11]([O:1][C:2]2[CH:3]=[C:4]([CH:7]=[CH:8][CH:9]=2)[CH:5]=[O:6])=[N:12][CH:13]=1, predict the reactants needed to synthesize it. The reactants are: [OH:1][C:2]1[CH:3]=[C:4]([CH:7]=[CH:8][CH:9]=1)[CH:5]=[O:6].Cl[C:11]1[CH:16]=[CH:15][C:14]([Cl:17])=[CH:13][N:12]=1.C(=O)([O-])[O-].[Cs+].[Cs+]. (2) Given the product [NH2:18][C:12]1[CH:11]=[C:10]([CH2:9][CH:3]([O:21][CH3:22])[C:4]([O:6][CH2:7][CH3:8])=[O:5])[CH:15]=[CH:14][C:13]=1[O:16][CH3:17], predict the reactants needed to synthesize it. The reactants are: C([C:3](=[CH:9][C:10]1[CH:15]=[CH:14][C:13]([O:16][CH3:17])=[C:12]([N+:18]([O-])=O)[CH:11]=1)[C:4]([O:6][CH2:7][CH3:8])=[O:5])C.[O:21]1CCC[CH2:22]1. (3) Given the product [Cl:22][C@H:6]([CH2:10][C:11]1[CH:16]=[CH:15][CH:14]=[CH:13][CH:12]=1)[C:7]([OH:9])=[O:8], predict the reactants needed to synthesize it. The reactants are: S(Cl)(Cl)=O.O[C@@H:6]([CH2:10][C:11]1[CH:16]=[CH:15][CH:14]=[CH:13][CH:12]=1)[C:7]([OH:9])=[O:8].CN(C)C=O.[ClH:22]. (4) Given the product [Cl:30][C:10]1[CH:9]=[C:8]([C:35]2[CH:36]=[N:37][CH:38]=[C:33]([O:32][CH3:31])[CH:34]=2)[CH:29]=[CH:28][C:11]=1[C:12]([N:14]1[CH2:18][CH2:17][C@@:16]2([C:22]3[CH:23]=[CH:24][CH:25]=[CH:26][C:21]=3[C:20](=[O:27])[O:19]2)[CH2:15]1)=[O:13], predict the reactants needed to synthesize it. The reactants are: C(=O)([O-])[O-].[Na+].[Na+].Br[C:8]1[CH:29]=[CH:28][C:11]([C:12]([N:14]2[CH2:18][CH2:17][C@@:16]3([C:22]4[CH:23]=[CH:24][CH:25]=[CH:26][C:21]=4[C:20](=[O:27])[O:19]3)[CH2:15]2)=[O:13])=[C:10]([Cl:30])[CH:9]=1.[CH3:31][O:32][C:33]1[CH:34]=[C:35](B(O)O)[CH:36]=[N:37][CH:38]=1.C1(C)C=CC=CC=1.C(O)C. (5) Given the product [Cl:3][C:4]1[N:9]=[C:8]([CH:10]2[CH2:12][CH2:11]2)[C:7]([I:13])=[C:6]([CH2:14][OH:15])[CH:5]=1, predict the reactants needed to synthesize it. The reactants are: [BH4-].[Na+].[Cl:3][C:4]1[N:9]=[C:8]([CH:10]2[CH2:12][CH2:11]2)[C:7]([I:13])=[C:6]([CH:14]=[O:15])[CH:5]=1. (6) Given the product [CH3:1][O:2][C:3](=[O:27])[CH2:4][C@H:5]1[C:9]2[CH:10]=[CH:11][C:12]([O:14][C@H:15]3[C:23]4[C:18](=[C:19]([CH2:33][C:32]5[CH:35]=[CH:36][C:29]([F:28])=[CH:30][CH:31]=5)[C:20]([C:24]#[N:25])=[CH:21][CH:22]=4)[CH2:17][CH2:16]3)=[CH:13][C:8]=2[O:7][CH2:6]1, predict the reactants needed to synthesize it. The reactants are: [CH3:1][O:2][C:3](=[O:27])[CH2:4][C@H:5]1[C:9]2[CH:10]=[CH:11][C:12]([O:14][C@H:15]3[C:23]4[C:18](=[C:19](Br)[C:20]([C:24]#[N:25])=[CH:21][CH:22]=4)[CH2:17][CH2:16]3)=[CH:13][C:8]=2[O:7][CH2:6]1.[F:28][C:29]1[CH:36]=[CH:35][C:32]([CH2:33]Br)=[CH:31][CH:30]=1.